This data is from Catalyst prediction with 721,799 reactions and 888 catalyst types from USPTO. The task is: Predict which catalyst facilitates the given reaction. (1) Reactant: [NH2:1][S:2]([C:5]1[C:6]([Cl:29])=[CH:7][C:8]([NH:22][CH2:23][C:24]2[O:25][CH:26]=[CH:27][CH:28]=2)=[C:9]([CH:21]=1)[C:10]([O:12][CH2:13][CH2:14][CH2:15][C:16]([O:18]CC)=[O:17])=[O:11])(=[O:4])=[O:3].[OH-].[Na+]. The catalyst class is: 8. Product: [NH2:1][S:2]([C:5]1[C:6]([Cl:29])=[CH:7][C:8]([NH:22][CH2:23][C:24]2[O:25][CH:26]=[CH:27][CH:28]=2)=[C:9]([CH:21]=1)[C:10]([O:12][CH2:13][CH2:14][CH2:15][C:16]([OH:18])=[O:17])=[O:11])(=[O:3])=[O:4]. (2) Reactant: [C:1]([C:4]1([C:7]2[CH:40]=[CH:39][CH:38]=[CH:37][C:8]=2[CH2:9][CH2:10][C:11]2[C:16]([CH3:17])=[CH:15][N:14]=[C:13]([NH:18][C:19]3[CH:20]=[N:21][N:22]([CH:24]4[CH2:29][CH2:28][N:27](C(OC(C)(C)C)=O)[CH2:26][CH2:25]4)[CH:23]=3)[N:12]=2)[CH2:6][CH2:5]1)(=[O:3])[NH2:2].C(O)(C(F)(F)F)=O. Product: [CH3:17][C:16]1[C:11]([CH2:10][CH2:9][C:8]2[CH:37]=[CH:38][CH:39]=[CH:40][C:7]=2[C:4]2([C:1]([NH2:2])=[O:3])[CH2:5][CH2:6]2)=[N:12][C:13]([NH:18][C:19]2[CH:20]=[N:21][N:22]([CH:24]3[CH2:29][CH2:28][NH:27][CH2:26][CH2:25]3)[CH:23]=2)=[N:14][CH:15]=1. The catalyst class is: 2.